From a dataset of Forward reaction prediction with 1.9M reactions from USPTO patents (1976-2016). Predict the product of the given reaction. Given the reactants [CH2:1]([O:4][CH:5]1[CH2:10][CH2:9][N:8](C(OC(C)(C)C)=O)[CH2:7][CH2:6]1)[C:2]#[CH:3].[ClH:18], predict the reaction product. The product is: [ClH:18].[CH2:1]([O:4][CH:5]1[CH2:10][CH2:9][NH:8][CH2:7][CH2:6]1)[C:2]#[CH:3].